From a dataset of Forward reaction prediction with 1.9M reactions from USPTO patents (1976-2016). Predict the product of the given reaction. (1) Given the reactants C([O:3][C:4](=[O:35])[C:5]1[CH:10]=[CH:9][C:8]([O:11][C:12]2[CH:17]=[CH:16][C:15]([CH2:18][N:19]([C:28]([O:30][C:31]([CH3:34])([CH3:33])[CH3:32])=[O:29])[CH2:20][CH2:21][C:22]3[CH:27]=[CH:26][CH:25]=[CH:24][CH:23]=3)=[CH:14][CH:13]=2)=[N:7][CH:6]=1)C.CO.[OH-].[Na+], predict the reaction product. The product is: [C:31]([O:30][C:28]([N:19]([CH2:18][C:15]1[CH:14]=[CH:13][C:12]([O:11][C:8]2[CH:9]=[CH:10][C:5]([C:4]([OH:35])=[O:3])=[CH:6][N:7]=2)=[CH:17][CH:16]=1)[CH2:20][CH2:21][C:22]1[CH:23]=[CH:24][CH:25]=[CH:26][CH:27]=1)=[O:29])([CH3:34])([CH3:32])[CH3:33]. (2) Given the reactants [NH2:1][C:2]1([CH2:15][C:16](OC)=[O:17])[C:11]2[C:6](=[CH:7][CH:8]=[C:9]([Br:12])[CH:10]=2)[CH2:5][C:4]([CH3:14])([CH3:13])[CH2:3]1.[H-].[Al+3].[Li+].[H-].[H-].[H-], predict the reaction product. The product is: [NH2:1][C:2]1([CH2:15][CH2:16][OH:17])[C:11]2[C:6](=[CH:7][CH:8]=[C:9]([Br:12])[CH:10]=2)[CH2:5][C:4]([CH3:13])([CH3:14])[CH2:3]1. (3) Given the reactants C(OC(=O)[NH:10][CH:11]1[C:20]2[C:15](=[CH:16][CH:17]=[C:18]([C:21]([F:24])([F:23])[F:22])[CH:19]=2)[N:14]([C:25](=[O:30])[C:26]([F:29])([F:28])[F:27])[CH:13]([CH2:31][CH2:32][O:33][CH2:34][C:35]2[CH:40]=[CH:39][CH:38]=[CH:37][CH:36]=2)[CH2:12]1)C1C=CC=CC=1.[H][H], predict the reaction product. The product is: [NH2:10][CH:11]1[C:20]2[C:15](=[CH:16][CH:17]=[C:18]([C:21]([F:24])([F:22])[F:23])[CH:19]=2)[N:14]([C:25](=[O:30])[C:26]([F:27])([F:28])[F:29])[CH:13]([CH2:31][CH2:32][O:33][CH2:34][C:35]2[CH:36]=[CH:37][CH:38]=[CH:39][CH:40]=2)[CH2:12]1. (4) Given the reactants [NH2:1][CH2:2][CH2:3][CH2:4][N:5]1[C:16]([C:17]([O:19]CC)=O)=[C:15]2[C:7]([C:8]3[CH:9]=[N:10][NH:11][C:12]=3[CH2:13][CH2:14]2)=[N:6]1.C(=O)([O-])[O-].[Cs+].[Cs+], predict the reaction product. The product is: [CH:9]1[C:8]2[C:7]3[C:15](=[C:16]4[C:17](=[O:19])[NH:1][CH2:2][CH2:3][CH2:4][N:5]4[N:6]=3)[CH2:14][CH2:13][C:12]=2[NH:11][N:10]=1. (5) Given the reactants CCN=C=NCCCN(C)C.[C:12]([O:16][C:17]([N:19]1[CH2:22][CH:21]([NH2:23])[CH2:20]1)=[O:18])([CH3:15])([CH3:14])[CH3:13].[F:24][C:25]1[CH:37]=[CH:36][C:28]([C:29]([NH:31][CH2:32][C:33](O)=[O:34])=[O:30])=[CH:27][C:26]=1[C:38]([F:41])([F:40])[F:39], predict the reaction product. The product is: [C:12]([O:16][C:17]([N:19]1[CH2:22][CH:21]([NH:23][C:33](=[O:34])[CH2:32][NH:31][C:29](=[O:30])[C:28]2[CH:36]=[CH:37][C:25]([F:24])=[C:26]([C:38]([F:39])([F:41])[F:40])[CH:27]=2)[CH2:20]1)=[O:18])([CH3:15])([CH3:13])[CH3:14]. (6) Given the reactants [CH2:1]([O:3][C:4](=[O:21])[CH:5]([CH:8]1[CH2:13][CH2:12][N:11](C(OC(C)(C)C)=O)[CH2:10][CH2:9]1)[CH2:6][CH3:7])[CH3:2].Cl, predict the reaction product. The product is: [NH:11]1[CH2:12][CH2:13][CH:8]([CH:5]([CH2:6][CH3:7])[C:4]([O:3][CH2:1][CH3:2])=[O:21])[CH2:9][CH2:10]1.